This data is from Forward reaction prediction with 1.9M reactions from USPTO patents (1976-2016). The task is: Predict the product of the given reaction. (1) Given the reactants [NH2:1][C:2]1[C:7]([OH:8])=[CH:6][CH:5]=[CH:4][N:3]=1.[OH:9][C:10]1[C:11]([NH:16][C:17]([NH:19][C:20]([O:22][CH2:23][CH3:24])=[O:21])=[S:18])=[N:12][CH:13]=[CH:14][CH:15]=1, predict the reaction product. The product is: [OH:9][C:10]1[C:11]([NH:16][C:17]([NH:19][C:20]([O:22][CH2:23][CH3:24])=[O:21])=[S:18])=[N:12][CH:13]=[CH:14][CH:15]=1.[NH2:16][C:11]1[N:1]=[C:2]2[C:7]([OH:8])=[CH:6][CH:5]=[CH:4][N:3]2[N:12]=1. (2) Given the reactants [CH2:1]([O:3][C:4](=[O:24])[CH:5]=[CH:6][C:7]1[CH:12]=[CH:11][C:10]([O:13][C:14]2[CH:19]=[C:18]([O:20][CH3:21])[CH:17]=[CH:16][C:15]=2[CH3:22])=[CH:9][C:8]=1[CH3:23])[CH3:2].C(O)(=O)C.[H][H], predict the reaction product. The product is: [CH2:1]([O:3][C:4](=[O:24])[CH2:5][CH2:6][C:7]1[CH:12]=[CH:11][C:10]([O:13][C:14]2[CH:19]=[C:18]([O:20][CH3:21])[CH:17]=[CH:16][C:15]=2[CH3:22])=[CH:9][C:8]=1[CH3:23])[CH3:2]. (3) The product is: [CH2:15]([O:17][C:4]1[C:13]2[C:8](=[C:9]([NH2:14])[CH:10]=[CH:11][CH:12]=2)[N:7]=[CH:6][CH:5]=1)[CH3:16]. Given the reactants [H-].[Na+].Cl[C:4]1[C:13]2[C:8](=[C:9]([NH2:14])[CH:10]=[CH:11][CH:12]=2)[N:7]=[CH:6][CH:5]=1.[CH2:15]([OH:17])[CH3:16], predict the reaction product. (4) Given the reactants [CH3:1][C:2]([CH3:22])([CH3:21])[CH2:3][N:4]([CH2:17][CH2:18][CH2:19][OH:20])[C:5]1[CH:12]=[CH:11][C:8]([C:9]#[N:10])=[C:7]([C:13]([F:16])([F:15])[F:14])[CH:6]=1.[F:23][C:24]1[CH:29]=[CH:28][C:27](O)=[CH:26][CH:25]=1, predict the reaction product. The product is: [CH3:1][C:2]([CH3:22])([CH3:21])[CH2:3][N:4]([CH2:17][CH2:18][CH2:19][O:20][C:27]1[CH:28]=[CH:29][C:24]([F:23])=[CH:25][CH:26]=1)[C:5]1[CH:12]=[CH:11][C:8]([C:9]#[N:10])=[C:7]([C:13]([F:14])([F:15])[F:16])[CH:6]=1.